From a dataset of TCR-epitope binding with 47,182 pairs between 192 epitopes and 23,139 TCRs. Binary Classification. Given a T-cell receptor sequence (or CDR3 region) and an epitope sequence, predict whether binding occurs between them. (1) The epitope is EILDITPCSF. The TCR CDR3 sequence is CASSRLGQATLGETQYF. Result: 1 (the TCR binds to the epitope). (2) The epitope is HPKVSSEVHI. The TCR CDR3 sequence is CASRAGTEISGYGYTF. Result: 0 (the TCR does not bind to the epitope). (3) The epitope is NLVPMVATV. The TCR CDR3 sequence is CASNGLGPHTDTQYF. Result: 1 (the TCR binds to the epitope). (4) The epitope is YIFFASFYY. The TCR CDR3 sequence is CASSGGRELFF. Result: 1 (the TCR binds to the epitope).